This data is from Catalyst prediction with 721,799 reactions and 888 catalyst types from USPTO. The task is: Predict which catalyst facilitates the given reaction. (1) Reactant: [CH2:1]([NH:8][CH2:9][CH2:10][C:11]1[CH:16]=[CH:15][C:14]([NH:17][C:18]([CH3:23])([CH3:22])[C:19]([OH:21])=[O:20])=[CH:13][CH:12]=1)[CH2:2][CH2:3][CH2:4][CH2:5][CH2:6][CH3:7].[F:24][C:25]1[CH:30]=[C:29]([F:31])[CH:28]=[CH:27][C:26]=1[N:32]=[C:33]=[O:34].C(N(CC)C(C)C)(C)C. Product: [F:24][C:25]1[CH:30]=[C:29]([F:31])[CH:28]=[CH:27][C:26]=1[NH:32][C:33](=[O:34])[N:8]([CH2:9][CH2:10][C:11]1[CH:12]=[CH:13][C:14]([NH:17][C:18]([CH3:22])([CH3:23])[C:19]([OH:21])=[O:20])=[CH:15][CH:16]=1)[CH2:1][CH2:2][CH2:3][CH2:4][CH2:5][CH2:6][CH3:7]. The catalyst class is: 2. (2) Reactant: [CH3:1][O:2][C:3](=[O:12])[C:4]1[CH:9]=[CH:8][C:7]([Cl:10])=[C:6](Br)[CH:5]=1.[B:13]1([B:13]2[O:17][C:16]([CH3:19])([CH3:18])[C:15]([CH3:21])([CH3:20])[O:14]2)[O:17][C:16]([CH3:19])([CH3:18])[C:15]([CH3:21])([CH3:20])[O:14]1.CC([O-])=O.[K+]. Product: [CH3:1][O:2][C:3](=[O:12])[C:4]1[CH:9]=[CH:8][C:7]([Cl:10])=[C:6]([B:13]2[O:17][C:16]([CH3:19])([CH3:18])[C:15]([CH3:21])([CH3:20])[O:14]2)[CH:5]=1. The catalyst class is: 3. (3) Reactant: [CH3:1][N:2]([CH2:22][C:23]1[O:24][C:25]2[CH:32]=[CH:31][CH:30]=[CH:29][C:26]=2[C:27]=1[CH3:28])[C:3](=[O:21])/[CH:4]=[CH:5]/[C:6]1[CH:7]=[N:8][C:9]2[NH:18][C:17](=[O:19])[C@H:16]3[N:12]([CH2:13][CH2:14][CH2:15]3)[CH2:11][C:10]=2[CH:20]=1.[ClH:33]. Product: [ClH:33].[CH3:1][N:2]([CH2:22][C:23]1[O:24][C:25]2[CH:32]=[CH:31][CH:30]=[CH:29][C:26]=2[C:27]=1[CH3:28])[C:3](=[O:21])/[CH:4]=[CH:5]/[C:6]1[CH:7]=[N:8][C:9]2[NH:18][C:17](=[O:19])[C@H:16]3[N:12]([CH2:13][CH2:14][CH2:15]3)[CH2:11][C:10]=2[CH:20]=1. The catalyst class is: 343. (4) Reactant: [O:1]=[CH:2][CH2:3][CH2:4][C:5]1[C:6]([C:41]([O:43][C:44]([CH3:47])([CH3:46])[CH3:45])=[O:42])=[N:7][C:8]([N:11]2[CH2:20][CH2:19][C:18]3[C:13](=[C:14]([C:21](=[O:40])/[N:22]=[C:23]4\[S:24][C:25]5[CH:39]=[CH:38][CH:37]=[CH:36][C:26]=5[N:27]\4[CH2:28][O:29][CH2:30][CH2:31][Si:32]([CH3:35])([CH3:34])[CH3:33])[CH:15]=[CH:16][CH:17]=3)[CH2:12]2)=[CH:9][CH:10]=1.[BH4-].[Na+]. Product: [OH:1][CH2:2][CH2:3][CH2:4][C:5]1[C:6]([C:41]([O:43][C:44]([CH3:47])([CH3:46])[CH3:45])=[O:42])=[N:7][C:8]([N:11]2[CH2:20][CH2:19][C:18]3[C:13](=[C:14]([C:21](=[O:40])/[N:22]=[C:23]4\[S:24][C:25]5[CH:39]=[CH:38][CH:37]=[CH:36][C:26]=5[N:27]\4[CH2:28][O:29][CH2:30][CH2:31][Si:32]([CH3:35])([CH3:34])[CH3:33])[CH:15]=[CH:16][CH:17]=3)[CH2:12]2)=[CH:9][CH:10]=1. The catalyst class is: 36. (5) Reactant: [CH3:1][C:2]1[C:3]([C:18]2[CH:23]=[CH:22][CH:21]=[CH:20][CH:19]=2)=[N:4][C:5]2[CH:6]=[C:7]3[O:17][CH2:16][O:15][C:8]3=[CH:9][C:10]=2[C:11]=1[C:12](O)=[O:13].C(Cl)(=O)C(Cl)=O.[CH:30]1([C@@H:36]([NH2:38])[CH3:37])[CH2:35][CH2:34][CH2:33][CH2:32][CH2:31]1.C([O-])([O-])=O.[K+].[K+]. Product: [CH:30]1([C@@H:36]([NH:38][C:12]([C:11]2[C:10]3[CH:9]=[C:8]4[O:15][CH2:16][O:17][C:7]4=[CH:6][C:5]=3[N:4]=[C:3]([C:18]3[CH:23]=[CH:22][CH:21]=[CH:20][CH:19]=3)[C:2]=2[CH3:1])=[O:13])[CH3:37])[CH2:35][CH2:34][CH2:33][CH2:32][CH2:31]1. The catalyst class is: 59.